From a dataset of Full USPTO retrosynthesis dataset with 1.9M reactions from patents (1976-2016). Predict the reactants needed to synthesize the given product. (1) Given the product [ClH:44].[NH2:7][CH:8]([CH2:35][C:36]1[CH:41]=[CH:40][C:39]([F:42])=[CH:38][CH:37]=1)[C:9]([N:11]1[CH2:16][CH2:15][N:14]([CH:17]([CH2:18][C:19]2[CH:28]=[CH:27][C:26]3[C:21](=[CH:22][CH:23]=[CH:24][CH:25]=3)[CH:20]=2)[C:29]([NH:30][CH3:31])=[O:32])[CH2:13][CH:12]1[CH2:33][CH3:34])=[O:10], predict the reactants needed to synthesize it. The reactants are: C(OC(=O)[NH:7][CH:8]([CH2:35][C:36]1[CH:41]=[CH:40][C:39]([F:42])=[CH:38][CH:37]=1)[C:9]([N:11]1[CH2:16][CH2:15][N:14]([CH:17]([C:29](=[O:32])[NH:30][CH3:31])[CH2:18][C:19]2[CH:28]=[CH:27][C:26]3[C:21](=[CH:22][CH:23]=[CH:24][CH:25]=3)[CH:20]=2)[CH2:13][CH:12]1[CH2:33][CH3:34])=[O:10])(C)(C)C.[Cl:44]CCCl. (2) Given the product [CH2:22]([C:19]1[CH:20]=[CH:21][C:16]([CH2:15][NH:14][CH:11]2[CH2:12][CH2:13][NH:8][CH2:9][CH2:10]2)=[CH:17][C:18]=1[N+:24]([O-:26])=[O:25])[CH3:23], predict the reactants needed to synthesize it. The reactants are: C(OC([N:8]1[CH2:13][CH2:12][CH:11]([NH:14][CH2:15][C:16]2[CH:21]=[CH:20][C:19]([CH2:22][CH3:23])=[C:18]([N+:24]([O-:26])=[O:25])[CH:17]=2)[CH2:10][CH2:9]1)=O)(C)(C)C.Cl. (3) Given the product [N:27]1([CH2:26][CH2:25][S:23]([CH2:22][C:19]2[CH:18]=[CH:17][C:16]([OH:15])=[CH:21][CH:20]=2)=[O:24])[CH:31]=[CH:30][N:29]=[N:28]1, predict the reactants needed to synthesize it. The reactants are: CN1C(=O)CC(=O)N(C)C1=O.C([O:15][C:16]1[CH:21]=[CH:20][C:19]([CH2:22][S:23]([CH2:25][CH2:26][N:27]2[CH:31]=[CH:30][N:29]=[N:28]2)=[O:24])=[CH:18][CH:17]=1)C=C. (4) Given the product [CH2:18]([N:15]1[C:16]2[CH:17]=[C:9]3[N:8]=[C:7]([C:3]4[C:2]([NH:1][C:30]([C:25]5[CH:26]=[CH:27][CH:28]=[CH:29][N:24]=5)=[O:31])=[CH:6][NH:5][N:4]=4)[NH:23][C:10]3=[CH:11][C:12]=2[C:13]([CH3:22])([CH3:21])[C:14]1=[O:20])[CH3:19], predict the reactants needed to synthesize it. The reactants are: [NH2:1][C:2]1[C:3]([C:7]2[NH:23][C:10]3=[CH:11][C:12]4[C:13]([CH3:22])([CH3:21])[C:14](=[O:20])[N:15]([CH2:18][CH3:19])[C:16]=4[CH:17]=[C:9]3[N:8]=2)=[N:4][NH:5][CH:6]=1.[N:24]1[CH:29]=[CH:28][CH:27]=[CH:26][C:25]=1[C:30](O)=[O:31]. (5) The reactants are: Br[C:2]1[CH:3]=[N:4][N:5]2[C:10]([C:11]3[CH:12]=[C:13]([NH:17][C:18](=[O:23])[CH2:19][CH:20]([CH3:22])[CH3:21])[CH:14]=[CH:15][CH:16]=3)=[CH:9][CH:8]=[N:7][C:6]=12.[Cl:24][C:25]1[CH:30]=[CH:29][C:28](B(O)O)=[CH:27][CH:26]=1. Given the product [Cl:24][C:25]1[CH:30]=[CH:29][C:28]([C:2]2[CH:3]=[N:4][N:5]3[C:10]([C:11]4[CH:12]=[C:13]([NH:17][C:18](=[O:23])[CH2:19][CH:20]([CH3:22])[CH3:21])[CH:14]=[CH:15][CH:16]=4)=[CH:9][CH:8]=[N:7][C:6]=23)=[CH:27][CH:26]=1, predict the reactants needed to synthesize it. (6) Given the product [CH2:1]([S:4][CH2:11][CH2:12][CH2:13][CH2:14][CH2:15][C:16]([O:18][CH2:19][CH3:20])=[O:17])[CH2:2][CH3:3], predict the reactants needed to synthesize it. The reactants are: [CH2:1]([SH:4])[CH2:2][CH3:3].[Li]CCCC.Br[CH2:11][CH2:12][CH2:13][CH2:14][CH2:15][C:16]([O:18][CH2:19][CH3:20])=[O:17].